This data is from Forward reaction prediction with 1.9M reactions from USPTO patents (1976-2016). The task is: Predict the product of the given reaction. Given the reactants C1C=CC(P(C2C=CC=CC=2)C2C=CC=CC=2)=CC=1.CC(OC(/N=N/C(OC(C)C)=O)=O)C.[CH3:34][C:35]1[C:39]([C:40]2[C:41]([O:54][CH3:55])=[CH:42][C:43]3[C:44]4[NH:52][C:51](=[O:53])[O:50][C:45]=4[CH:46]=[N:47][C:48]=3[CH:49]=2)=[C:38]([CH3:56])[O:37][N:36]=1.[N:57]1[CH:62]=[CH:61][CH:60]=[C:59]([CH:63](O)[CH3:64])[CH:58]=1, predict the reaction product. The product is: [CH3:34][C:35]1[C:39]([C:40]2[C:41]([O:54][CH3:55])=[CH:42][C:43]3[C:44]4[N:52]([CH:63]([C:59]5[CH:58]=[N:57][CH:62]=[CH:61][CH:60]=5)[CH3:64])[C:51](=[O:53])[O:50][C:45]=4[CH:46]=[N:47][C:48]=3[CH:49]=2)=[C:38]([CH3:56])[O:37][N:36]=1.